This data is from Peptide-MHC class I binding affinity with 185,985 pairs from IEDB/IMGT. The task is: Regression. Given a peptide amino acid sequence and an MHC pseudo amino acid sequence, predict their binding affinity value. This is MHC class I binding data. The peptide sequence is KPVDTSNSF. The MHC is HLA-A30:01 with pseudo-sequence HLA-A30:01. The binding affinity (normalized) is 0.0876.